Task: Predict the reactants needed to synthesize the given product.. Dataset: Full USPTO retrosynthesis dataset with 1.9M reactions from patents (1976-2016) (1) Given the product [OH:12][C:10]1[C:9]2[CH2:8][CH2:7][C@H:6]3[C@H:13]([CH3:21])[C:14](=[O:15])[CH2:19][CH2:20][C@:5]3([C:22]3[CH:23]=[CH:24][CH:25]=[CH:26][CH:27]=3)[C:4]=2[N:3]=[C:2]([CH3:1])[N:11]=1, predict the reactants needed to synthesize it. The reactants are: [CH3:1][C:2]1[N:11]=[C:10]([OH:12])[C:9]2[CH2:8][CH2:7][C@H:6]3[C@H:13]([CH3:21])[C:14]4([CH2:19][CH2:20][C@:5]3([C:22]3[CH:27]=[CH:26][CH:25]=[CH:24][CH:23]=3)[C:4]=2[N:3]=1)OCC[O:15]4.Cl. (2) Given the product [CH2:59]([N:57]1[CH:58]=[C:54]([B:43]2[O:44][C:45]([CH3:50])([CH3:51])[C:46]([CH3:48])([CH3:49])[O:47]2)[CH:55]=[N:56]1)[CH3:60], predict the reactants needed to synthesize it. The reactants are: C1(P(C2CCCCC2)C2C=CC=CC=2C2C(CCC)=CC(CCC)=CC=2CCC)CCCCC1.[CH3:50][C:45]1([CH3:51])[C:46]([CH3:49])([CH3:48])[O:47][B:43]([B:43]2[O:47][C:46]([CH3:49])([CH3:48])[C:45]([CH3:51])([CH3:50])[O:44]2)[O:44]1.Br[C:54]1[CH:55]=[N:56][N:57]([CH2:59][CH3:60])[CH:58]=1.C([O-])(=O)C.[K+].N#N. (3) Given the product [NH2:24][C:22]([C:4]1[CH:3]=[C:2]([CH:7]=[CH:6][N:5]=1)[C:1]([O:9][CH2:10][CH3:11])=[O:8])=[O:23], predict the reactants needed to synthesize it. The reactants are: [C:1]([O:9][CH2:10][CH3:11])(=[O:8])[C:2]1[CH:7]=[CH:6][N:5]=[CH:4][CH:3]=1.S(=O)(=O)(O)O.OO.C(=O)=O.[CH:22]([NH2:24])=[O:23]. (4) The reactants are: [CH:1]1([N:4]2[CH2:9][CH2:8][N:7]([C:10]3[S:11][C:12]4[CH:18]=[C:17]([CH:19]=O)[CH:16]=[CH:15][C:13]=4[N:14]=3)[CH2:6][CH2:5]2)[CH2:3][CH2:2]1.[NH:21]1[CH2:26][CH2:25][CH2:24][CH2:23][CH2:22]1.C(O)(=O)C.[BH3-]C#N.[Na+]. Given the product [CH:1]1([N:4]2[CH2:9][CH2:8][N:7]([C:10]3[S:11][C:12]4[CH:18]=[C:17]([CH2:19][N:21]5[CH2:26][CH2:25][CH2:24][CH2:23][CH2:22]5)[CH:16]=[CH:15][C:13]=4[N:14]=3)[CH2:6][CH2:5]2)[CH2:3][CH2:2]1, predict the reactants needed to synthesize it.